Dataset: Reaction yield outcomes from USPTO patents with 853,638 reactions. Task: Predict the reaction yield, written as a fraction of the theoretical maximum amount of product (1.0 means a 100% yield; for example, 0.34 means a 34% yield). (1) The reactants are [CH2:1]([Mg]Br)[CH2:2][CH2:3][CH2:4][CH3:5].[Br:8][C:9]1[CH:16]=[CH:15][C:12]([CH:13]=[O:14])=[CH:11][CH:10]=1. The catalyst is C1COCC1. The product is [Br:8][C:9]1[CH:16]=[CH:15][C:12]([CH:13]([OH:14])[CH2:1][CH2:2][CH2:3][CH2:4][CH3:5])=[CH:11][CH:10]=1. The yield is 0.740. (2) The yield is 0.680. The product is [F:27][C:28]([F:37])([F:38])[C:29]1[CH:36]=[CH:35][C:32]([CH2:33][NH:24][CH2:23][C:22]2[CH:25]=[CH:26][C:19]([CH2:18][CH2:17][C:15]3[O:14][N:13]=[C:12]([CH2:1][CH2:2][CH2:3][CH2:4][CH2:5][CH2:6][CH2:7][CH2:8][CH2:9][CH2:10][CH3:11])[N:16]=3)=[CH:20][CH:21]=2)=[CH:31][CH:30]=1. The reactants are [CH2:1]([C:12]1[N:16]=[C:15]([CH2:17][CH2:18][C:19]2[CH:26]=[CH:25][C:22]([CH2:23][NH2:24])=[CH:21][CH:20]=2)[O:14][N:13]=1)[CH2:2][CH2:3][CH2:4][CH2:5][CH2:6][CH2:7][CH2:8][CH2:9][CH2:10][CH3:11].[F:27][C:28]([F:38])([F:37])[C:29]1[CH:36]=[CH:35][C:32]([CH:33]=O)=[CH:31][CH:30]=1. No catalyst specified. (3) The reactants are [CH2:1]([CH:3]1[CH2:12][C:11]2[C:6](=[CH:7][CH:8]=[CH:9][CH:10]=2)[NH:5][CH2:4]1)[CH3:2].[Br:13]N1C(=O)CCC1=O. The catalyst is C(Cl)Cl. The product is [Br:13][C:9]1[CH:10]=[C:11]2[C:6](=[CH:7][CH:8]=1)[NH:5][CH2:4][CH:3]([CH2:1][CH3:2])[CH2:12]2. The yield is 0.660. (4) The reactants are [CH:1]([C:4]1[CH:9]=[CH:8][C:7]([CH:10]2[C:14]3[C:15]([CH3:22])=[C:16]([NH2:21])[C:17]([CH3:20])=[C:18]([CH3:19])[C:13]=3[O:12][C:11]2([CH3:24])[CH3:23])=[CH:6][CH:5]=1)([CH3:3])[CH3:2].[CH3:25][O:26][C:27]1[CH:32]=[CH:31][C:30]([CH2:33][CH2:34][C:35](Cl)=[O:36])=[CH:29][CH:28]=1. The catalyst is C(OCC)(=O)C.CCCCCC. The product is [CH:1]([C:4]1[CH:9]=[CH:8][C:7]([CH:10]2[C:14]3[C:15]([CH3:22])=[C:16]([NH:21][C:35](=[O:36])[CH2:34][CH2:33][C:30]4[CH:31]=[CH:32][C:27]([O:26][CH3:25])=[CH:28][CH:29]=4)[C:17]([CH3:20])=[C:18]([CH3:19])[C:13]=3[O:12][C:11]2([CH3:24])[CH3:23])=[CH:6][CH:5]=1)([CH3:3])[CH3:2]. The yield is 0.720. (5) The reactants are [Cl:1][C:2]1[CH:3]=[C:4]([CH:7]=[CH:8][C:9]=1[O:10][CH2:11][CH2:12][CH2:13][N:14]1[CH2:20][CH2:19][CH2:18][N:17]([CH3:21])[CH2:16][CH2:15]1)[CH:5]=O.[C:22]([C:26]1[CH:27]=[C:28]([NH2:33])[C:29]([NH2:32])=[CH:30][CH:31]=1)([CH3:25])([CH3:24])[CH3:23]. No catalyst specified. The product is [C:22]([C:26]1[CH:31]=[CH:30][C:29]2[NH:32][C:5]([C:4]3[CH:7]=[CH:8][C:9]([O:10][CH2:11][CH2:12][CH2:13][N:14]4[CH2:20][CH2:19][CH2:18][N:17]([CH3:21])[CH2:16][CH2:15]4)=[C:2]([Cl:1])[CH:3]=3)=[N:33][C:28]=2[CH:27]=1)([CH3:25])([CH3:23])[CH3:24]. The yield is 0.340.